Predict the product of the given reaction. From a dataset of Forward reaction prediction with 1.9M reactions from USPTO patents (1976-2016). (1) Given the reactants [CH2:1]([O:8][C:9]1[CH:17]=[CH:16][C:12]([C:13]([NH2:15])=[O:14])=[CH:11][CH:10]=1)[C:2]1[CH:7]=[CH:6][CH:5]=[CH:4][CH:3]=1.Cl[C:19]([S:21]Cl)=[O:20], predict the reaction product. The product is: [CH2:1]([O:8][C:9]1[CH:10]=[CH:11][C:12]([C:13]2[O:14][C:19](=[O:20])[S:21][N:15]=2)=[CH:16][CH:17]=1)[C:2]1[CH:3]=[CH:4][CH:5]=[CH:6][CH:7]=1. (2) Given the reactants Cl[C:2]1[CH:11]=[CH:10][C:9]2[C:4](=[CH:5][CH:6]=[CH:7][C:8]=2[O:12][CH2:13][C:14]2[CH:19]=[CH:18][C:17]([F:20])=[CH:16][CH:15]=2)[N:3]=1.[CH3:21][O:22][C:23]1[CH:30]=[CH:29][CH:28]=[CH:27][C:24]=1[CH2:25][NH2:26], predict the reaction product. The product is: [F:20][C:17]1[CH:18]=[CH:19][C:14]([CH2:13][O:12][C:8]2[CH:7]=[CH:6][CH:5]=[C:4]3[C:9]=2[CH:10]=[CH:11][C:2]([NH:26][CH2:25][C:24]2[CH:27]=[CH:28][CH:29]=[CH:30][C:23]=2[O:22][CH3:21])=[N:3]3)=[CH:15][CH:16]=1.